From a dataset of Forward reaction prediction with 1.9M reactions from USPTO patents (1976-2016). Predict the product of the given reaction. (1) Given the reactants [CH:1]1([C:7]2[N:12]3[N:13]=[CH:14][C:15]([C:16]#[N:17])=[C:11]3[N:10]=[CH:9][C:8]=2[C:18]2[CH:23]=[CH:22][C:21]([OH:24])=[CH:20][CH:19]=2)[CH2:6][CH2:5][CH2:4][CH2:3][CH2:2]1.[CH3:25][C:26]1[S:27][C:28]([CH2:32]O)=[C:29]([CH3:31])[N:30]=1.C1(P(C2C=CC=CC=2)C2C=CC=CC=2)C=CC=CC=1.N(C(OC(C)C)=O)=NC(OC(C)C)=O, predict the reaction product. The product is: [CH:1]1([C:7]2[N:12]3[N:13]=[CH:14][C:15]([C:16]#[N:17])=[C:11]3[N:10]=[CH:9][C:8]=2[C:18]2[CH:19]=[CH:20][C:21]([O:24][CH2:32][C:28]3[S:27][C:26]([CH3:25])=[N:30][C:29]=3[CH3:31])=[CH:22][CH:23]=2)[CH2:2][CH2:3][CH2:4][CH2:5][CH2:6]1. (2) Given the reactants Br[C:2]1[C:3]([CH3:18])=[CH:4][C:5]([OH:17])=[C:6]([CH:16]=1)[O:7][C:8]1[CH:15]=[CH:14][CH:13]=[CH:12][C:9]=1[C:10]#[N:11].[S:19]1[CH:23]=[CH:22][CH:21]=[C:20]1B(O)O.C(=O)([O-])[O-].[Na+].[Na+].C1(C)C=CC=CC=1, predict the reaction product. The product is: [OH:17][C:5]1[CH:4]=[C:3]([CH3:18])[C:2]([C:20]2[S:19][CH:23]=[CH:22][CH:21]=2)=[CH:16][C:6]=1[O:7][C:8]1[CH:15]=[CH:14][CH:13]=[CH:12][C:9]=1[C:10]#[N:11]. (3) The product is: [Br:1][C:2]1[CH:21]=[C:20]2[C:5](=[CH:4][CH:3]=1)[CH2:6][C:7]1([CH2:16][CH2:15][C:14]3[C:9](=[CH:10][CH:11]=[C:12]([F:18])[C:13]=3[F:17])[CH2:8]1)/[C:19]/2=[N:29]/[C:28]#[N:27]. Given the reactants [Br:1][C:2]1[CH:21]=[C:20]2[C:5]([CH2:6][C:7]3([C:19]2=O)[CH2:16][CH2:15][C:14]2[C:9](=[CH:10][CH:11]=[C:12]([F:18])[C:13]=2[F:17])[CH2:8]3)=[CH:4][CH:3]=1.C[Si]([N:27]=[C:28]=[N:29][Si](C)(C)C)(C)C, predict the reaction product. (4) Given the reactants [I:1][C:2]1[CH:3]=[CH:4][C:5]([CH3:11])=[C:6]([CH:10]=1)[C:7](O)=O.S(Cl)(Cl)=O.[Cl-].[Al+3].[Cl-].[Cl-].[F:20][C:21]1[CH:26]=[CH:25][C:24]([C:27]2[S:28][CH:29]=[CH:30][CH:31]=2)=[CH:23][CH:22]=1.C[SiH2]O[Si](C)(C)C, predict the reaction product. The product is: [F:20][C:21]1[CH:22]=[CH:23][C:24]([C:27]2[S:28][C:29]([CH2:7][C:6]3[CH:10]=[C:2]([I:1])[CH:3]=[CH:4][C:5]=3[CH3:11])=[CH:30][CH:31]=2)=[CH:25][CH:26]=1.